The task is: Predict the product of the given reaction.. This data is from Forward reaction prediction with 1.9M reactions from USPTO patents (1976-2016). (1) Given the reactants [CH3:1][N:2]1[CH2:15][CH2:14][C:5]2[NH:6][C:7]3[C:8]([CH3:13])=[CH:9][CH:10]=[CH:11][C:12]=3[C:4]=2[CH2:3]1.[H-].[Na+].[O:18]1[CH2:20][CH:19]1[C:21]1[CH:26]=[CH:25][N:24]=[CH:23][CH:22]=1, predict the reaction product. The product is: [CH3:1][N:2]1[CH2:15][CH2:14][C:5]2[N:6]([CH2:20][CH:19]([C:21]3[CH:26]=[CH:25][N:24]=[CH:23][CH:22]=3)[OH:18])[C:7]3[C:8]([CH3:13])=[CH:9][CH:10]=[CH:11][C:12]=3[C:4]=2[CH2:3]1. (2) Given the reactants [CH:1]1([C:7]2[N:8]([C:13]3[CH:18]=[C:17]([N:19]4[CH:23]=[C:22]([CH3:24])[N:21]=[C:20]4[CH:25]4[CH2:30][CH2:29][CH2:28][CH2:27][CH2:26]4)[CH:16]=[CH:15][C:14]=3[N+:31]([O-])=O)[CH:9]=[C:10]([CH3:12])[N:11]=2)[CH2:6][CH2:5][CH2:4][CH2:3][CH2:2]1.CO.O.NN, predict the reaction product. The product is: [NH2:31][C:14]1[CH:15]=[CH:16][C:17]([N:19]2[CH:23]=[C:22]([CH3:24])[N:21]=[C:20]2[CH:25]2[CH2:26][CH2:27][CH2:28][CH2:29][CH2:30]2)=[CH:18][C:13]=1[N:8]1[CH:9]=[C:10]([CH3:12])[N:11]=[C:7]1[CH:1]1[CH2:2][CH2:3][CH2:4][CH2:5][CH2:6]1. (3) Given the reactants [H-].[Na+].[Cl:3][C:4]1[CH:5]=[C:6]([CH:10]2[C:16]3[CH:17]=[C:18]([C:21]([C:29]4[CH:34]=[CH:33][C:32]([Cl:35])=[CH:31][CH:30]=4)([OH:28])[C:22]4[N:26]([CH3:27])[CH:25]=[N:24][CH:23]=4)[CH:19]=[CH:20][C:15]=3[NH:14][C:13](=[O:36])[CH2:12][S:11]2)[CH:7]=[CH:8][CH:9]=1.Br[CH2:38][CH:39]1[CH2:41][CH2:40]1, predict the reaction product. The product is: [Cl:3][C:4]1[CH:5]=[C:6]([CH:10]2[C:16]3[CH:17]=[C:18]([C:21]([C:29]4[CH:30]=[CH:31][C:32]([Cl:35])=[CH:33][CH:34]=4)([OH:28])[C:22]4[N:26]([CH3:27])[CH:25]=[N:24][CH:23]=4)[CH:19]=[CH:20][C:15]=3[N:14]([CH2:38][CH:39]3[CH2:41][CH2:40]3)[C:13](=[O:36])[CH2:12][S:11]2)[CH:7]=[CH:8][CH:9]=1.